From a dataset of Reaction yield outcomes from USPTO patents with 853,638 reactions. Predict the reaction yield, written as a fraction of the theoretical maximum amount of product (1.0 means a 100% yield; for example, 0.34 means a 34% yield). (1) The reactants are [C:1](Cl)(Cl)=[O:2].[NH2:5][C:6]1[CH:10]=[C:9]([C:11]([CH3:14])([CH3:13])[CH3:12])[O:8][C:7]=1[C:15]([O:17][CH3:18])=[O:16].N1C=CC=CC=1.[NH2:25][C:26]1[CH:31]=[CH:30][C:29]([CH3:32])=[CH:28][CH:27]=1. The catalyst is C1(C)C=CC=CC=1.CCOC(C)=O. The product is [C:15]([C:7]1[O:8][C:9]([C:11]([CH3:14])([CH3:12])[CH3:13])=[CH:10][C:6]=1[NH:5][C:1]([NH:25][C:26]1[CH:31]=[CH:30][C:29]([CH3:32])=[CH:28][CH:27]=1)=[O:2])([O:17][CH3:18])=[O:16]. The yield is 0.960. (2) The reactants are [NH2:1][C:2]1[C:13]([F:14])=[CH:12][CH:11]=[CH:10][C:3]=1[C:4]([N:6]([O:8][CH3:9])[CH3:7])=[O:5].[Cl:15]N1C(C)(C)C(=O)N(Cl)C1=O. The catalyst is C(O)(=O)C. The product is [NH2:1][C:2]1[C:13]([F:14])=[CH:12][C:11]([Cl:15])=[CH:10][C:3]=1[C:4]([N:6]([O:8][CH3:9])[CH3:7])=[O:5]. The yield is 0.610. (3) The reactants are C(N(CC)CC)C.[C:8]([O:12][C:13]([NH:15][C:16]1([C:22]([O:24][CH3:25])=[O:23])[CH2:21][CH2:20][NH:19][CH2:18][CH2:17]1)=[O:14])([CH3:11])([CH3:10])[CH3:9].Cl[C:27]1[N:32]=[CH:31][N:30]=[C:29]2[NH:33][N:34]=[CH:35][C:28]=12. The catalyst is C(O)C. The product is [C:8]([O:12][C:13]([NH:15][C:16]1([C:22]([O:24][CH3:25])=[O:23])[CH2:21][CH2:20][N:19]([C:27]2[N:32]=[CH:31][N:30]=[C:29]3[NH:33][N:34]=[CH:35][C:28]=23)[CH2:18][CH2:17]1)=[O:14])([CH3:11])([CH3:10])[CH3:9]. The yield is 0.726.